Dataset: Reaction yield outcomes from USPTO patents with 853,638 reactions. Task: Predict the reaction yield, written as a fraction of the theoretical maximum amount of product (1.0 means a 100% yield; for example, 0.34 means a 34% yield). (1) The reactants are C(O/[CH:4]=[C:5]1\[C:6](=O)[C:7]2[C:12]([O:13][C:14]3\1[CH2:19][CH2:18][N:17](C(OC(C)(C)C)=O)[CH2:16][CH2:15]3)=[CH:11][C:10]([F:27])=[CH:9][CH:8]=2)C.[ClH:29].[NH2:30][N:31](C)[C:32](=O)OC(C)(C)C.O1CCOCC1. No catalyst specified. The product is [ClH:29].[ClH:29].[F:27][C:10]1[CH:9]=[CH:8][C:7]2[C:6]3[N:31]([CH3:32])[N:30]=[CH:4][C:5]=3[C:14]3([CH2:19][CH2:18][NH:17][CH2:16][CH2:15]3)[O:13][C:12]=2[CH:11]=1. The yield is 0.670. (2) The catalyst is C(Cl)(Cl)Cl. The yield is 0.996. The product is [C:1]([O:5][C:6]([C:8]1[C:13]([NH2:14])=[CH:12][CH:11]=[C:10]([CH3:15])[N+:9]=1[O-:24])=[O:7])([CH3:4])([CH3:3])[CH3:2]. The reactants are [C:1]([O:5][C:6]([C:8]1[C:13]([NH2:14])=[CH:12][CH:11]=[C:10]([CH3:15])[N:9]=1)=[O:7])([CH3:4])([CH3:3])[CH3:2].ClC1C=CC=C(C(OO)=[O:24])C=1.O.[OH-].[Na+]. (3) The reactants are CC1(C)C(C)(C)OB([C:9]2[CH2:18][CH2:17][C:12]3([O:16][CH2:15][CH2:14][O:13]3)[CH2:11][CH:10]=2)O1.Cl[C:21]1[CH:22]=[CH:23][C:24]([N+:29]([O-:31])=[O:30])=[C:25]([O:27][CH3:28])[CH:26]=1.C([O-])([O-])=O.[Na+].[Na+].O. The catalyst is O1CCOCC1.Cl[Pd](Cl)([P](C1C=CC=CC=1)(C1C=CC=CC=1)C1C=CC=CC=1)[P](C1C=CC=CC=1)(C1C=CC=CC=1)C1C=CC=CC=1. The product is [CH3:28][O:27][C:25]1[CH:26]=[C:21]([C:9]2[CH2:18][CH2:17][C:12]3([O:13][CH2:14][CH2:15][O:16]3)[CH2:11][CH:10]=2)[CH:22]=[CH:23][C:24]=1[N+:29]([O-:31])=[O:30]. The yield is 0.910. (4) The reactants are [F:1][C:2]1[CH:7]=[CH:6][CH:5]=[C:4]([F:8])[C:3]=1[C:9]1[C:17]2[O:16][CH:15]([CH2:18][NH2:19])[CH2:14][C:13]=2[CH:12]=[CH:11][CH:10]=1.C(N(C(C)C)CC)(C)C.Cl[C:30]([O:32][CH2:33][C:34]1[CH:39]=[CH:38][CH:37]=[CH:36][CH:35]=1)=[O:31].C(OC(=O)NCC1CC2C=CC=C(C3CCCC3)C=2O1)C1C=CC=CC=1. No catalyst specified. The product is [F:1][C:2]1[CH:7]=[CH:6][CH:5]=[C:4]([F:8])[C:3]=1[C:9]1[C:17]2[O:16][CH:15]([CH2:18][NH:19][C:30](=[O:31])[O:32][CH2:33][C:34]3[CH:39]=[CH:38][CH:37]=[CH:36][CH:35]=3)[CH2:14][C:13]=2[CH:12]=[CH:11][CH:10]=1. The yield is 0.980.